From a dataset of Forward reaction prediction with 1.9M reactions from USPTO patents (1976-2016). Predict the product of the given reaction. (1) Given the reactants Cl[C:2]1[CH:7]=[C:6]([Cl:8])[N:5]=[N:4][C:3]=1[C:9]([O:11][CH2:12][CH3:13])=[O:10].[F:14][C:15]1[CH:16]=[CH:17][C:18]([NH2:22])=[N:19][C:20]=1[CH3:21], predict the reaction product. The product is: [Cl:8][C:6]1[N:5]=[N:4][C:3]([C:9]([O:11][CH2:12][CH3:13])=[O:10])=[C:2]([NH:22][C:18]2[CH:17]=[CH:16][C:15]([F:14])=[C:20]([CH3:21])[N:19]=2)[CH:7]=1. (2) Given the reactants [Cl:1][C:2]1[CH:3]=[C:4]2[C:13](=[CH:14][CH:15]=1)[C:12]([NH:16][CH2:17][CH2:18][N:19]([CH3:23])[CH2:20][CH2:21][NH2:22])=[C:11]1[C:6]([CH2:7][CH2:8][CH2:9][CH2:10]1)=[N:5]2.C(O)CCCC.Cl[C:31]1[C:32]2[C:37]([N:38]=[C:39]3[C:44]=1[CH:43]=[CH:42][CH:41]=[CH:40]3)=[CH:36][CH:35]=[CH:34][CH:33]=2, predict the reaction product. The product is: [CH:33]1[C:32]2[C:37](=[N:38][C:39]3[C:44]([C:31]=2[NH:22][CH2:21][CH2:20][N:19]([CH3:23])[CH2:18][CH2:17][NH:16][C:12]2[C:13]4[C:4]([N:5]=[C:6]5[C:11]=2[CH2:10][CH2:9][CH2:8][CH2:7]5)=[CH:3][C:2]([Cl:1])=[CH:15][CH:14]=4)=[CH:43][CH:42]=[CH:41][CH:40]=3)[CH:36]=[CH:35][CH:34]=1. (3) Given the reactants [S:1]1[C:9]2[C:4](=[N:5][CH:6]=[CH:7][CH:8]=2)[CH:3]=[C:2]1[C:10](OC)=[O:11].[H-].[H-].[H-].[H-].[Li+].[Al+3].CO, predict the reaction product. The product is: [S:1]1[C:9]2[C:4](=[N:5][CH:6]=[CH:7][CH:8]=2)[CH:3]=[C:2]1[CH2:10][OH:11]. (4) Given the reactants [N+:1]([C:4]1[CH:5]=[C:6](B(O)O)[CH:7]=[CH:8][CH:9]=1)([O-:3])=[O:2].C(=O)([O-])[O-].[Na+].[Na+].[ClH:19].[N:20]12[CH2:27][CH2:26][CH:23]([CH2:24][CH2:25]1)[CH:22]([CH2:28][C:29]([NH:31][C:32]1[CH:37]=[CH:36][C:35](Br)=[CH:34][CH:33]=1)=[O:30])[CH2:21]2, predict the reaction product. The product is: [ClH:19].[N:20]12[CH2:27][CH2:26][CH:23]([CH2:24][CH2:25]1)[CH:22]([CH2:28][C:29]([NH:31][C:32]1[CH:37]=[CH:36][C:35]([C:6]3[CH:7]=[CH:8][CH:9]=[C:4]([N+:1]([O-:3])=[O:2])[CH:5]=3)=[CH:34][CH:33]=1)=[O:30])[CH2:21]2. (5) Given the reactants [C:1]([C:3]1[CH:8]=[CH:7][C:6]([NH:9][C@H:10]([C:14]([OH:17])([CH3:16])[CH3:15])[C:11](O)=[O:12])=[C:5]([CH3:18])[C:4]=1[C:19]([F:22])([F:21])[F:20])#[N:2].[C:23]([C:25]1[CH:34]=[CH:33][C:28]([C:29]([NH:31][NH2:32])=[O:30])=[CH:27][CH:26]=1)#[N:24].OC1C2N=NNC=2C=CC=1.Cl.CN(C)CCCN=C=NCC, predict the reaction product. The product is: [C:23]([C:25]1[CH:26]=[CH:27][C:28]([C:29]([NH:31][NH:32][C:11](=[O:12])[C@H:10]([NH:9][C:6]2[CH:7]=[CH:8][C:3]([C:1]#[N:2])=[C:4]([C:19]([F:22])([F:21])[F:20])[C:5]=2[CH3:18])[C:14]([OH:17])([CH3:16])[CH3:15])=[O:30])=[CH:33][CH:34]=1)#[N:24]. (6) Given the reactants [CH2:1]([O:3][C:4](=[O:21])[C:5]1[CH:10]=[CH:9][C:8]([N:11]2[C:15]([OH:16])=[CH:14][C:13]([C:17]([F:20])([F:19])[F:18])=[N:12]2)=[CH:7][CH:6]=1)[CH3:2].[F:22][CH:23]([F:25])Cl.C(=O)([O-])[O-].[K+].[K+], predict the reaction product. The product is: [CH2:1]([O:3][C:4](=[O:21])[C:5]1[CH:6]=[CH:7][C:8]([N:11]2[C:15]([O:16][CH:23]([F:25])[F:22])=[CH:14][C:13]([C:17]([F:20])([F:18])[F:19])=[N:12]2)=[CH:9][CH:10]=1)[CH3:2]. (7) Given the reactants [BH4-].[Na+].[NH2:3][CH2:4][C:5]1([OH:18])[CH2:10][CH2:9][N:8]([CH2:11][C:12]2[CH:17]=[CH:16][CH:15]=[CH:14][CH:13]=2)[CH2:7][CH2:6]1.[CH3:19][CH:20]([CH3:24])[CH2:21][CH:22]=O.[F:25][C:26]([F:37])([F:36])[C:27](O[C:27](=[O:28])[C:26]([F:37])([F:36])[F:25])=[O:28], predict the reaction product. The product is: [CH2:11]([N:8]1[CH2:9][CH2:10][C:5]([CH2:4][N:3]([CH2:22][CH2:21][CH:20]([CH3:24])[CH3:19])[C:27](=[O:28])[C:26]([F:37])([F:36])[F:25])([OH:18])[CH2:6][CH2:7]1)[C:12]1[CH:17]=[CH:16][CH:15]=[CH:14][CH:13]=1. (8) Given the reactants [Cl:1][C:2]1[CH:10]=[CH:9][CH:8]=[C:7]([N+:11]([O-:13])=[O:12])[C:3]=1[C:4]([OH:6])=O.[NH2:14][CH:15]1[CH2:20][CH2:19][N:18]([CH2:21][C:22]2[CH:27]=[CH:26][CH:25]=[CH:24][CH:23]=2)[CH2:17][CH2:16]1.ON1C2C=CC=CC=2N=N1.CN(C)CCCN=C=NCC.C(N(CC)CC)C, predict the reaction product. The product is: [CH2:21]([N:18]1[CH2:19][CH2:20][CH:15]([NH:14][C:4](=[O:6])[C:3]2[C:7]([N+:11]([O-:13])=[O:12])=[CH:8][CH:9]=[CH:10][C:2]=2[Cl:1])[CH2:16][CH2:17]1)[C:22]1[CH:23]=[CH:24][CH:25]=[CH:26][CH:27]=1. (9) Given the reactants [NH2:1][C:2]1[CH:3]=[CH:4][C:5]([Cl:17])=[C:6]([CH2:8][CH2:9][C:10]([N:12]([CH2:15][CH3:16])[CH2:13][CH3:14])=O)[CH:7]=1.B.O1CCCC1.Cl, predict the reaction product. The product is: [Cl:17][C:5]1[CH:4]=[CH:3][C:2]([NH2:1])=[CH:7][C:6]=1[CH2:8][CH2:9][CH2:10][N:12]([CH2:15][CH3:16])[CH2:13][CH3:14].